This data is from Peptide-MHC class I binding affinity with 185,985 pairs from IEDB/IMGT. The task is: Regression. Given a peptide amino acid sequence and an MHC pseudo amino acid sequence, predict their binding affinity value. This is MHC class I binding data. (1) The MHC is HLA-B15:09 with pseudo-sequence HLA-B15:09. The peptide sequence is YQRALHTSI. The binding affinity (normalized) is 0.0847. (2) The peptide sequence is SPVSRSHSF. The MHC is HLA-B46:01 with pseudo-sequence HLA-B46:01. The binding affinity (normalized) is 0.0847. (3) The peptide sequence is SLTIKDSSNK. The MHC is HLA-B51:01 with pseudo-sequence HLA-B51:01. The binding affinity (normalized) is 0.